Dataset: Full USPTO retrosynthesis dataset with 1.9M reactions from patents (1976-2016). Task: Predict the reactants needed to synthesize the given product. (1) Given the product [I:27][C:28]1[CH:33]=[CH:32][C:31]([C:17]#[C:16][C:8]2([NH:7][C:6](=[O:18])[O:5][C:1]([CH3:4])([CH3:3])[CH3:2])[CH2:13][O:12][C:11]([CH3:15])([CH3:14])[O:10][CH2:9]2)=[CH:30][CH:29]=1, predict the reactants needed to synthesize it. The reactants are: [C:1]([O:5][C:6](=[O:18])[NH:7][C:8]1([C:16]#[CH:17])[CH2:13][O:12][C:11]([CH3:15])([CH3:14])[O:10][CH2:9]1)([CH3:4])([CH3:3])[CH3:2].C#CCCCCCC.[I:27][C:28]1[CH:33]=[CH:32][C:31](I)=[CH:30][CH:29]=1.IC1C=C2C(=CC=1)CN(C(C1C=CC=CC=1)(C1C=CC=CC=1)C1C=CC=CC=1)C2. (2) Given the product [O:18]1[CH2:19][CH2:20][O:21][CH:17]1[CH2:16][CH2:15][CH2:14][CH2:13][CH2:12][CH2:11][CH2:10][CH2:9][O:8][C:7]1[CH:6]=[C:5]([CH:4]([C:25]2[CH:30]=[CH:29][CH:28]=[CH:27][CH:26]=2)[NH2:1])[CH:24]=[CH:23][CH:22]=1, predict the reactants needed to synthesize it. The reactants are: [N:1]([CH:4]([C:25]1[CH:30]=[CH:29][CH:28]=[CH:27][CH:26]=1)[C:5]1[CH:6]=[C:7]([CH:22]=[CH:23][CH:24]=1)[O:8][CH2:9][CH2:10][CH2:11][CH2:12][CH2:13][CH2:14][CH2:15][CH2:16][CH:17]1[O:21][CH2:20][CH2:19][O:18]1)=[N+]=[N-].[H-].[Al+3].[Li+].[H-].[H-].[H-]. (3) Given the product [C@@H:77]1([O:76][CH2:75][CH2:74][NH:73][C:71](=[O:72])[CH2:70][CH2:69][CH2:68][CH2:67][CH2:66][NH:65][C:47](=[O:48])[C@@H:19]([NH:18][C:16](=[O:17])[CH2:15][CH2:14][CH2:13][CH2:12][CH2:11][CH2:10][C:9]([O:8][CH2:1][C:2]2[CH:3]=[CH:4][CH:5]=[CH:6][CH:7]=2)=[O:50])[CH2:20][CH2:21][CH2:22][CH2:23][NH:24][C:25](=[O:46])[CH2:26][CH2:27][CH2:28][CH2:29][C:30](=[O:31])[NH:32][CH2:33][CH2:34][O:35][C@@H:36]2[O:44][C@@H:43]([CH3:45])[C@@H:41]([OH:42])[C@@H:39]([OH:40])[C@@H:37]2[OH:38])[O:85][C@@H:84]([CH3:86])[C@@H:82]([OH:83])[C@@H:80]([OH:81])[C@@H:78]1[OH:79], predict the reactants needed to synthesize it. The reactants are: [CH2:1]([O:8][C:9](=[O:50])[CH2:10][CH2:11][CH2:12][CH2:13][CH2:14][CH2:15][C:16]([NH:18][C@H:19]([C:47](O)=[O:48])[CH2:20][CH2:21][CH2:22][CH2:23][NH:24][C:25](=[O:46])[CH2:26][CH2:27][CH2:28][CH2:29][C:30]([NH:32][CH2:33][CH2:34][O:35][C@@H:36]1[O:44][C@@H:43]([CH3:45])[C@@H:41]([OH:42])[C@@H:39]([OH:40])[C@@H:37]1[OH:38])=[O:31])=[O:17])[C:2]1[CH:7]=[CH:6][CH:5]=[CH:4][CH:3]=1.C(Cl)CCl.C1C=CC2N(O)N=NC=2C=1.[NH2:65][CH2:66][CH2:67][CH2:68][CH2:69][CH2:70][C:71]([NH:73][CH2:74][CH2:75][O:76][C@@H:77]1[O:85][C@@H:84]([CH3:86])[C@@H:82]([OH:83])[C@@H:80]([OH:81])[C@@H:78]1[OH:79])=[O:72]. (4) Given the product [N+:60]([C:63]1[CH:64]=[CH:65][C:66]([C:67]([O:14][C@@H:13]2[CH2:12][C@H:11]([CH2:15][O:16][CH2:17][C:18]3[CH:23]=[CH:22][CH:21]=[CH:20][CH:19]=3)[C@@H:10]([O:24][CH2:25][C:26]3[CH:31]=[CH:30][CH:29]=[CH:28][CH:27]=3)[C@H:9]([O:32][CH2:33][C:34]3[CH:35]=[CH:36][CH:37]=[CH:38][CH:39]=3)[C@H:8]2[NH:7][C:6]([O:5][C:1]([CH3:4])([CH3:2])[CH3:3])=[O:40])=[O:68])=[CH:70][CH:71]=1)([O-:62])=[O:61], predict the reactants needed to synthesize it. The reactants are: [C:1]([O:5][C:6](=[O:40])[NH:7][C@H:8]1[C@@H:13]([OH:14])[CH2:12][C@H:11]([CH2:15][O:16][CH2:17][C:18]2[CH:23]=[CH:22][CH:21]=[CH:20][CH:19]=2)[C@@H:10]([O:24][CH2:25][C:26]2[CH:31]=[CH:30][CH:29]=[CH:28][CH:27]=2)[C@@H:9]1[O:32][CH2:33][C:34]1[CH:39]=[CH:38][CH:37]=[CH:36][CH:35]=1)([CH3:4])([CH3:3])[CH3:2].C1(P(C2C=CC=CC=2)C2C=CC=CC=2)C=CC=CC=1.[N+:60]([C:63]1[CH:71]=[CH:70][C:66]([C:67](O)=[O:68])=[CH:65][CH:64]=1)([O-:62])=[O:61].CC(OC(/N=N/C(OC(C)C)=O)=O)C.